From a dataset of Forward reaction prediction with 1.9M reactions from USPTO patents (1976-2016). Predict the product of the given reaction. (1) Given the reactants ClC1C=CSC=1C(Cl)=O.[CH2:10]([N:17]([CH2:31][C@@H:32]([OH:35])[CH2:33][NH2:34])[C:18]1[CH:23]=[CH:22][C:21]([N:24]2[CH2:29][CH2:28][O:27][CH2:26][C:25]2=[O:30])=[CH:20][CH:19]=1)[C:11]1[CH:16]=[CH:15][CH:14]=[CH:13][CH:12]=1.C(N(CC)CC)C.[Cl:43][C:44]1[S:48][C:47]([C:49](Cl)=[O:50])=[CH:46][CH:45]=1, predict the reaction product. The product is: [CH2:10]([N:17]([C:18]1[CH:19]=[CH:20][C:21]([N:24]2[CH2:29][CH2:28][O:27][CH2:26][C:25]2=[O:30])=[CH:22][CH:23]=1)[CH2:31][C@@H:32]([OH:35])[CH2:33][NH:34][C:49]([C:47]1[S:48][C:44]([Cl:43])=[CH:45][CH:46]=1)=[O:50])[C:11]1[CH:16]=[CH:15][CH:14]=[CH:13][CH:12]=1. (2) Given the reactants C([O-])([O-])=O.[K+].[K+].[C:7]([OH:13])(=[O:12])[CH2:8][CH2:9][CH:10]=[CH2:11].[CH2:14](Br)[C:15]1[CH:20]=[CH:19][CH:18]=[CH:17][CH:16]=1, predict the reaction product. The product is: [C:7]([O:13][CH2:14][C:15]1[CH:20]=[CH:19][CH:18]=[CH:17][CH:16]=1)(=[O:12])[CH2:8][CH2:9][CH:10]=[CH2:11]. (3) The product is: [NH:16]1[C:24]2[C:19](=[CH:20][CH:21]=[CH:22][CH:23]=2)[CH:18]=[C:17]1[C:25]([O:5][CH2:4][CH2:3][CH2:2][CH2:1][OH:6])=[O:26]. Given the reactants [CH2:1]([OH:6])[CH2:2][CH2:3][CH2:4][OH:5].CN(C1C=CC=CN=1)C.[NH:16]1[C:24]2[C:19](=[CH:20][CH:21]=[CH:22][CH:23]=2)[CH:18]=[C:17]1[C:25](O)=[O:26].C1CCC(N=C=NC2CCCCC2)CC1, predict the reaction product. (4) Given the reactants [Cl:1][C:2]1[N:3]=[CH:4][C:5]([C:8](Cl)=[O:9])=[N:6][CH:7]=1.Cl.[CH3:12][NH:13][CH3:14].C(N(CC)CC)C, predict the reaction product. The product is: [Cl:1][C:2]1[N:3]=[CH:4][C:5]([C:8]([N:13]([CH3:14])[CH3:12])=[O:9])=[N:6][CH:7]=1. (5) Given the reactants [CH2:1]([C:3]([C:21]1[CH:34]=[CH:33][C:24]([O:25][CH2:26][C@H:27]2[O:31][C:30](=[O:32])[CH2:29][CH2:28]2)=[C:23]([CH3:35])[CH:22]=1)([C:6]1[CH:11]=[CH:10][C:9]([CH2:12][S:13]([C:16]([CH3:19])([CH3:18])[CH3:17])(=[O:15])=[O:14])=[C:8]([CH3:20])[CH:7]=1)[CH2:4][CH3:5])[CH3:2].C[OH:37], predict the reaction product. The product is: [CH2:1]([C:3]([C:21]1[CH:34]=[CH:33][C:24]([O:25][CH2:26][C@@H:27]([OH:31])[CH2:28][CH2:29][C:30]([OH:37])=[O:32])=[C:23]([CH3:35])[CH:22]=1)([C:6]1[CH:11]=[CH:10][C:9]([CH2:12][S:13]([C:16]([CH3:18])([CH3:19])[CH3:17])(=[O:15])=[O:14])=[C:8]([CH3:20])[CH:7]=1)[CH2:4][CH3:5])[CH3:2]. (6) The product is: [N+:1]([C:4]1[CH:5]=[CH:6][C:7]([N:10]2[C:15](=[O:17])[CH2:14][NH:13][C:11]2=[O:12])=[CH:8][CH:9]=1)([O-:3])=[O:2]. Given the reactants [N+:1]([C:4]1[CH:9]=[CH:8][C:7]([NH:10][C:11]([NH:13][CH2:14][C:15]([OH:17])=O)=[O:12])=[CH:6][CH:5]=1)([O-:3])=[O:2].Cl, predict the reaction product.